This data is from Full USPTO retrosynthesis dataset with 1.9M reactions from patents (1976-2016). The task is: Predict the reactants needed to synthesize the given product. (1) The reactants are: [O:1]=[C:2]1[N:8]([CH:9]2[CH2:14][CH2:13][N:12]([C:15]([O:17][C@H:18]([CH2:41][C:42]3[CH:47]=[C:46]([CH3:48])[C:45]([OH:49])=[C:44]([CH3:50])[CH:43]=3)[C:19]([N:21]3[CH2:26][CH2:25][N:24]([CH:27]4[CH2:32][CH2:31][N:30]([CH2:33][CH2:34][CH2:35][C:36]([O:38]CC)=[O:37])[CH2:29][CH2:28]4)[CH2:23][CH2:22]3)=[O:20])=[O:16])[CH2:11][CH2:10]2)[CH2:7][CH2:6][C:5]2[CH:51]=[CH:52][CH:53]=[CH:54][C:4]=2[NH:3]1.[Li+].[OH-]. Given the product [O:1]=[C:2]1[N:8]([CH:9]2[CH2:10][CH2:11][N:12]([C:15]([O:17][C@H:18]([CH2:41][C:42]3[CH:47]=[C:46]([CH3:48])[C:45]([OH:49])=[C:44]([CH3:50])[CH:43]=3)[C:19]([N:21]3[CH2:26][CH2:25][N:24]([CH:27]4[CH2:32][CH2:31][N:30]([CH2:33][CH2:34][CH2:35][C:36]([OH:38])=[O:37])[CH2:29][CH2:28]4)[CH2:23][CH2:22]3)=[O:20])=[O:16])[CH2:13][CH2:14]2)[CH2:7][CH2:6][C:5]2[CH:51]=[CH:52][CH:53]=[CH:54][C:4]=2[NH:3]1, predict the reactants needed to synthesize it. (2) The reactants are: [CH3:1][N:2]1[C:6]([C:7](=[O:23])[NH:8][CH2:9][CH2:10][C:11]2[N:12]=[C:13]([C:17]3[CH:22]=[CH:21][CH:20]=[CH:19][CH:18]=3)[O:14][C:15]=2[CH3:16])=[C:5]([C:24](O)=[O:25])[CH:4]=[N:3]1.Cl.[F:28][CH:29]1[CH2:32][NH:31][CH2:30]1. Given the product [CH3:16][C:15]1[O:14][C:13]([C:17]2[CH:18]=[CH:19][CH:20]=[CH:21][CH:22]=2)=[N:12][C:11]=1[CH2:10][CH2:9][NH:8][C:7]([C:6]1[N:2]([CH3:1])[N:3]=[CH:4][C:5]=1[C:24]([N:31]1[CH2:32][CH:29]([F:28])[CH2:30]1)=[O:25])=[O:23], predict the reactants needed to synthesize it. (3) The reactants are: [CH3:1][C:2]1[C:10]2[C:9]([CH2:11][N:12]3[C:16]4[CH:17]=[CH:18][CH:19]=[CH:20][C:15]=4[NH:14][C:13]3=[O:21])=[CH:8][S:7][C:6]=2[CH:5]=[CH:4][CH:3]=1.[C:22]1([O:28][S:29]([CH:32]=[CH2:33])(=[O:31])=[O:30])[CH:27]=[CH:26][CH:25]=[CH:24][CH:23]=1.[OH-].[Na+].[NH4+].[Cl-]. Given the product [C:22]1([O:28][S:29]([CH2:32][CH2:33][N:14]2[C:15]3[CH:20]=[CH:19][CH:18]=[CH:17][C:16]=3[N:12]([CH2:11][C:9]3[C:10]4[C:2]([CH3:1])=[CH:3][CH:4]=[CH:5][C:6]=4[S:7][CH:8]=3)[C:13]2=[O:21])(=[O:31])=[O:30])[CH:23]=[CH:24][CH:25]=[CH:26][CH:27]=1, predict the reactants needed to synthesize it. (4) Given the product [CH3:1][O:2][C:3]1[CH:8]=[CH:7][C:6]([NH2:9])=[CH:5][C:4]=1[O:12][CH2:13][CH2:14][C:15]1[CH:16]=[CH:17][C:18]2[C:23](=[CH:22][CH:21]=[CH:20][CH:19]=2)[CH:27]=1, predict the reactants needed to synthesize it. The reactants are: [CH3:1][O:2][C:3]1[CH:8]=[CH:7][C:6]([N+:9]([O-])=O)=[CH:5][C:4]=1[O:12][CH2:13][C:14]1[C:23]2[C:18](=[CH:19][CH:20]=[CH:21][CH:22]=2)[CH:17]=[CH:16][CH:15]=1.O.NN.[CH3:27]O. (5) Given the product [C:37]([O:41][C:42](=[O:50])[NH:43][CH:44]1[CH2:49][CH2:48][N:47]([C:27]2[N:28]=[CH:29][C:24]3[CH:23]=[C:22]([C:20](=[O:21])[NH:19][C:3]4[CH:4]=[C:5]([C:8](=[O:18])[NH:9][CH2:10][C:11]5[CH:16]=[CH:15][CH:14]=[C:13]([Cl:17])[CH:12]=5)[CH:6]=[CH:7][C:2]=4[Cl:1])[C:35](=[O:36])[NH:34][C:25]=3[N:26]=2)[CH2:46][CH2:45]1)([CH3:40])([CH3:38])[CH3:39], predict the reactants needed to synthesize it. The reactants are: [Cl:1][C:2]1[CH:7]=[CH:6][C:5]([C:8](=[O:18])[NH:9][CH2:10][C:11]2[CH:16]=[CH:15][CH:14]=[C:13]([Cl:17])[CH:12]=2)=[CH:4][C:3]=1[NH:19][C:20]([C:22]1[C:35](=[O:36])[NH:34][C:25]2[N:26]=[C:27](S(C)(=O)=O)[N:28]=[CH:29][C:24]=2[CH:23]=1)=[O:21].[C:37]([O:41][C:42](=[O:50])[NH:43][CH:44]1[CH2:49][CH2:48][NH:47][CH2:46][CH2:45]1)([CH3:40])([CH3:39])[CH3:38].CN(C=O)C. (6) Given the product [S:1]1[C:5]2[CH:6]=[CH:7][CH:8]=[CH:9][C:4]=2[CH:3]=[C:2]1[CH:10]([C:33]1[CH:38]=[CH:37][CH:36]=[CH:35][C:34]=1[O:39][CH3:40])[NH:11][S:12]([C:15]1[CH:25]=[CH:24][C:18]2[O:19][CH2:20][CH2:21][CH2:22][O:23][C:17]=2[CH:16]=1)(=[O:13])=[O:14], predict the reactants needed to synthesize it. The reactants are: [S:1]1[C:5]2[CH:6]=[CH:7][CH:8]=[CH:9][C:4]=2[CH:3]=[C:2]1[CH:10]=[N:11][S:12]([C:15]1[CH:25]=[CH:24][C:18]2[O:19][CH2:20][CH2:21][CH2:22][O:23][C:17]=2[CH:16]=1)(=[O:14])=[O:13].O1CCCC1.Br[Mg][C:33]1[CH:38]=[CH:37][CH:36]=[CH:35][C:34]=1[O:39][CH3:40].C(=O)(O)[O-].[Na+]. (7) Given the product [Cl:12][C:4]1[CH:3]=[C:2]2[C:9]([CH:10]=[CH:11][NH:1]2)=[CH:8][C:5]=1[C:6]#[N:7], predict the reactants needed to synthesize it. The reactants are: [NH2:1][C:2]1[C:9]([C:10]#[CH:11])=[CH:8][C:5]([C:6]#[N:7])=[C:4]([Cl:12])[CH:3]=1.CC([O-])(C)C.[K+].